This data is from Catalyst prediction with 721,799 reactions and 888 catalyst types from USPTO. The task is: Predict which catalyst facilitates the given reaction. (1) Reactant: [CH3:1][O:2][C:3]([C:5]1[C:10]([NH:11][S:12]([CH2:15][C:16]2[CH:21]=[C:20]([C:22]([F:25])([F:24])[F:23])[CH:19]=[CH:18][C:17]=2[Cl:26])(=[O:14])=[O:13])=[N:9][CH:8]=[CH:7][N:6]=1)=[O:4].C(N(CC)C(C)C)(C)C.[Cl:36][CH:37]([Cl:47])[CH2:38]OS(C(F)(F)F)(=O)=O. Product: [CH3:1][O:2][C:3]([C:5]1[C:10]([N:11]([S:12]([CH2:15][C:16]2[CH:21]=[C:20]([C:22]([F:25])([F:23])[F:24])[CH:19]=[CH:18][C:17]=2[Cl:26])(=[O:13])=[O:14])[CH2:38][CH:37]([Cl:47])[Cl:36])=[N:9][CH:8]=[CH:7][N:6]=1)=[O:4]. The catalyst class is: 10. (2) The catalyst class is: 7. Product: [CH3:3][O:4][C:5]1[CH:6]=[C:7]([CH2:8][OH:9])[CH:11]=[CH:12][C:13]=1[N+:14]([O-:16])=[O:15]. Reactant: [BH4-].[Na+].[CH3:3][O:4][C:5]1[CH:6]=[C:7]([CH:11]=[CH:12][C:13]=1[N+:14]([O-:16])=[O:15])[C:8](O)=[O:9].B(F)(F)F.CCOCC. (3) Reactant: [CH2:1]([O:3][C:4](=[O:17])[C:5]([CH3:16])([C:7]1[CH:12]=[CH:11][C:10]([N+:13]([O-])=O)=[CH:9][CH:8]=1)[CH3:6])[CH3:2]. Product: [CH2:1]([O:3][C:4](=[O:17])[C:5]([C:7]1[CH:8]=[CH:9][C:10]([NH2:13])=[CH:11][CH:12]=1)([CH3:16])[CH3:6])[CH3:2]. The catalyst class is: 43. (4) Reactant: [CH3:1][C:2]1[C:7]([N+:8]([O-:10])=[O:9])=[C:6]([CH3:11])[N:5]=[C:4]([NH:12][CH2:13][C:14]([O:16]CC)=[O:15])[N:3]=1.[OH-].[Na+]. Product: [CH3:11][C:6]1[C:7]([N+:8]([O-:10])=[O:9])=[C:2]([CH3:1])[N:3]=[C:4]([NH:12][CH2:13][C:14]([OH:16])=[O:15])[N:5]=1. The catalyst class is: 12. (5) Reactant: [Cl:1][C:2]1[C:11]2[C:6](=[CH:7][CH:8]=[C:9]([O:12][CH3:13])[CH:10]=2)[CH:5]=[C:4]([C:14]2[CH:19]=[CH:18][CH:17]=[CH:16][C:15]=2[O:20][CH3:21])[N:3]=1.[CH2:22]([N:24]1[CH2:29][CH2:28][NH:27][CH2:26][CH2:25]1)[CH3:23].C(=O)([O-])[O-].[K+].[K+].C(OCC)(=O)C. Product: [ClH:1].[ClH:1].[CH2:22]([N:24]1[CH2:29][CH2:28][N:27]([C:2]2[C:11]3[C:6](=[CH:7][CH:8]=[C:9]([O:12][CH3:13])[CH:10]=3)[CH:5]=[C:4]([C:14]3[CH:19]=[CH:18][CH:17]=[CH:16][C:15]=3[O:20][CH3:21])[N:3]=2)[CH2:26][CH2:25]1)[CH3:23]. The catalyst class is: 6. (6) Reactant: [C:1]1([CH:7]2[C:11]3[C:12]([CH3:18])=[CH:13][C:14]([CH3:17])=[C:15]([CH3:16])[C:10]=3[O:9][C:8]2=[O:19])[CH:6]=[CH:5][CH:4]=[CH:3][CH:2]=1. Product: [OH:19][CH2:8][CH:7]([C:11]1[C:12]([CH3:18])=[CH:13][C:14]([CH3:17])=[C:15]([CH3:16])[C:10]=1[OH:9])[C:1]1[CH:2]=[CH:3][CH:4]=[CH:5][CH:6]=1. The catalyst class is: 175. (7) Reactant: [C:1]([O:5][C@@H:6]([C:12]1[C:13]([CH3:38])=[N:14][C:15]2[N:16]([N:30]=[C:31]([C:33]([O:35]CC)=[O:34])[CH:32]=2)[C:17]=1[C:18]1[C:19]([CH3:29])=[C:20]2[C:25](=[C:26]([F:28])[CH:27]=1)[O:24][CH2:23][CH2:22][CH2:21]2)[C:7]([O:9][CH2:10][CH3:11])=[O:8])([CH3:4])([CH3:3])[CH3:2].[OH-].[Na+].O.Cl. Product: [C:1]([O:5][C@@H:6]([C:12]1[C:13]([CH3:38])=[N:14][C:15]2[N:16]([N:30]=[C:31]([C:33]([OH:35])=[O:34])[CH:32]=2)[C:17]=1[C:18]1[C:19]([CH3:29])=[C:20]2[C:25](=[C:26]([F:28])[CH:27]=1)[O:24][CH2:23][CH2:22][CH2:21]2)[C:7]([O:9][CH2:10][CH3:11])=[O:8])([CH3:4])([CH3:2])[CH3:3]. The catalyst class is: 1. (8) Reactant: [NH2:1][C:2]1[C:3]([C:14]2[O:18][C:17]([C@:19]([OH:25])([CH3:24])[C:20]([F:23])([F:22])[F:21])=[N:16][N:15]=2)=[N:4][C:5]([O:12][CH3:13])=[C:6]([C:8]([F:11])([F:10])[F:9])[CH:7]=1.[Cl:26]N1C(=O)N(Cl)C(=O)N(Cl)C1=O. Product: [NH2:1][C:2]1[C:3]([C:14]2[O:18][C:17]([C@:19]([OH:25])([CH3:24])[C:20]([F:23])([F:22])[F:21])=[N:16][N:15]=2)=[N:4][C:5]([O:12][CH3:13])=[C:6]([C:8]([F:10])([F:9])[F:11])[C:7]=1[Cl:26]. The catalyst class is: 10. (9) Reactant: Cl.[CH2:2]([C:4]1[S:24][C:7]2[N:8]=[C:9]([S:18][CH2:19][C:20]([O:22][CH3:23])=[O:21])[N:10]=[C:11]([N:12]3[CH2:17][CH2:16][NH:15][CH2:14][CH2:13]3)[C:6]=2[CH:5]=1)[CH3:3].C(N(C(C)C)CC)(C)C.[CH3:34][N:35]([CH3:48])[C:36]1[N:41]=[C:40]([N:42]([CH3:44])[CH3:43])[CH:39]=[C:38]([C:45](O)=[O:46])[N:37]=1.CN(C(ON1N=NC2C=CC=NC1=2)=[N+](C)C)C.F[P-](F)(F)(F)(F)F. Product: [CH3:34][N:35]([CH3:48])[C:36]1[N:37]=[C:38]([C:45]([N:15]2[CH2:16][CH2:17][N:12]([C:11]3[C:6]4[CH:5]=[C:4]([CH2:2][CH3:3])[S:24][C:7]=4[N:8]=[C:9]([S:18][CH2:19][C:20]([O:22][CH3:23])=[O:21])[N:10]=3)[CH2:13][CH2:14]2)=[O:46])[CH:39]=[C:40]([N:42]([CH3:44])[CH3:43])[N:41]=1. The catalyst class is: 3.